This data is from NCI-60 drug combinations with 297,098 pairs across 59 cell lines. The task is: Regression. Given two drug SMILES strings and cell line genomic features, predict the synergy score measuring deviation from expected non-interaction effect. (1) Drug 1: C1C(C(OC1N2C=C(C(=O)NC2=O)F)CO)O. Drug 2: CC1C(C(CC(O1)OC2CC(CC3=C2C(=C4C(=C3O)C(=O)C5=C(C4=O)C(=CC=C5)OC)O)(C(=O)CO)O)N)O.Cl. Cell line: MOLT-4. Synergy scores: CSS=54.4, Synergy_ZIP=-2.82, Synergy_Bliss=-3.49, Synergy_Loewe=-11.0, Synergy_HSA=-2.17. (2) Drug 1: C1=CC(=C2C(=C1NCCNCCO)C(=O)C3=C(C=CC(=C3C2=O)O)O)NCCNCCO. Drug 2: CCCS(=O)(=O)NC1=C(C(=C(C=C1)F)C(=O)C2=CNC3=C2C=C(C=N3)C4=CC=C(C=C4)Cl)F. Cell line: OVCAR-5. Synergy scores: CSS=12.7, Synergy_ZIP=0.370, Synergy_Bliss=0.814, Synergy_Loewe=-27.8, Synergy_HSA=-3.86. (3) Drug 1: CC1C(C(CC(O1)OC2CC(CC3=C2C(=C4C(=C3O)C(=O)C5=C(C4=O)C(=CC=C5)OC)O)(C(=O)C)O)N)O.Cl. Drug 2: CCN(CC)CCNC(=O)C1=C(NC(=C1C)C=C2C3=C(C=CC(=C3)F)NC2=O)C. Cell line: K-562. Synergy scores: CSS=27.2, Synergy_ZIP=-1.91, Synergy_Bliss=2.17, Synergy_Loewe=-23.5, Synergy_HSA=0.517. (4) Drug 1: CCC1=CC2CC(C3=C(CN(C2)C1)C4=CC=CC=C4N3)(C5=C(C=C6C(=C5)C78CCN9C7C(C=CC9)(C(C(C8N6C)(C(=O)OC)O)OC(=O)C)CC)OC)C(=O)OC.C(C(C(=O)O)O)(C(=O)O)O. Drug 2: CC1CCC2CC(C(=CC=CC=CC(CC(C(=O)C(C(C(=CC(C(=O)CC(OC(=O)C3CCCCN3C(=O)C(=O)C1(O2)O)C(C)CC4CCC(C(C4)OC)OCCO)C)C)O)OC)C)C)C)OC. Cell line: K-562. Synergy scores: CSS=71.0, Synergy_ZIP=-0.498, Synergy_Bliss=0.348, Synergy_Loewe=2.21, Synergy_HSA=4.92. (5) Drug 2: CCN(CC)CCCC(C)NC1=C2C=C(C=CC2=NC3=C1C=CC(=C3)Cl)OC. Synergy scores: CSS=51.5, Synergy_ZIP=-5.32, Synergy_Bliss=-2.72, Synergy_Loewe=-7.01, Synergy_HSA=-3.20. Drug 1: C1CN1C2=NC(=NC(=N2)N3CC3)N4CC4. Cell line: HCT-15. (6) Drug 1: CC1=C(C=C(C=C1)C(=O)NC2=CC(=CC(=C2)C(F)(F)F)N3C=C(N=C3)C)NC4=NC=CC(=N4)C5=CN=CC=C5. Drug 2: CS(=O)(=O)OCCCCOS(=O)(=O)C. Cell line: NCI/ADR-RES. Synergy scores: CSS=0.292, Synergy_ZIP=4.08, Synergy_Bliss=2.14, Synergy_Loewe=-2.04, Synergy_HSA=-2.74.